Dataset: Peptide-MHC class I binding affinity with 185,985 pairs from IEDB/IMGT. Task: Regression. Given a peptide amino acid sequence and an MHC pseudo amino acid sequence, predict their binding affinity value. This is MHC class I binding data. (1) The peptide sequence is IEAGDEVFF. The MHC is HLA-A01:01 with pseudo-sequence HLA-A01:01. The binding affinity (normalized) is 0.0847. (2) The peptide sequence is RSNAILHNIY. The MHC is HLA-A31:01 with pseudo-sequence HLA-A31:01. The binding affinity (normalized) is 0.406. (3) The peptide sequence is SGGPKYEYRW. The MHC is HLA-B15:01 with pseudo-sequence HLA-B15:01. The binding affinity (normalized) is 0.114. (4) The peptide sequence is DKRMKSLAM. The MHC is HLA-B08:01 with pseudo-sequence HLA-B08:01. The binding affinity (normalized) is 0.789.